Predict the reaction yield, written as a fraction of the theoretical maximum amount of product (1.0 means a 100% yield; for example, 0.34 means a 34% yield). From a dataset of Reaction yield outcomes from USPTO patents with 853,638 reactions. (1) The reactants are [CH3:1][O:2][C:3]1[CH:4]=[C:5]2[C:10](=[CH:11][CH:12]=1)[N:9]=[CH:8][C:7]([C:13]([OH:15])=[O:14])=[CH:6]2.O[CH2:17][C@H:18]1[CH2:23][CH2:22][C@H:21]([NH:24][C:25]([C:27]2[CH:28]=[CH:29][C:30]3[S:35][CH2:34][C:33](=[O:36])[NH:32][C:31]=3[CH:37]=2)=[O:26])[CH2:20][CH2:19]1.Cl.CN(C)CCCN=C=NCC. The catalyst is CN(C)C=O.CN(C)C1C=CN=CC=1. The product is [O:36]=[C:33]1[NH:32][C:31]2[CH:37]=[C:27]([C:25]([NH:24][C@H:21]3[CH2:22][CH2:23][C@H:18]([CH2:17][O:14][C:13]([C:7]4[CH:8]=[N:9][C:10]5[C:5]([CH:6]=4)=[CH:4][C:3]([O:2][CH3:1])=[CH:12][CH:11]=5)=[O:15])[CH2:19][CH2:20]3)=[O:26])[CH:28]=[CH:29][C:30]=2[S:35][CH2:34]1. The yield is 0.100. (2) The reactants are [F:1][C:2]1[CH:10]=[CH:9][C:8]([CH2:11][C:12]2[C:21]3[C:16](=[CH:17][CH:18]=[CH:19][CH:20]=3)[C:15](=[O:22])[NH:14][N:13]=2)=[CH:7][C:3]=1[C:4](O)=[O:5].F[P-](F)(F)(F)(F)F.N1(OC(N(C)C)=[N+](C)C)C2C=CC=CC=2N=N1.[F:47][C:48]([F:59])([F:58])[C:49]1[N:50]=[C:51]2[CH2:56][NH:55][CH2:54][CH2:53][N:52]2[CH:57]=1.C(N(CC)C(C)C)(C)C. The catalyst is CN(C)C=O. The product is [F:1][C:2]1[CH:10]=[CH:9][C:8]([CH2:11][C:12]2[C:21]3[C:16](=[CH:17][CH:18]=[CH:19][CH:20]=3)[C:15](=[O:22])[NH:14][N:13]=2)=[CH:7][C:3]=1[C:4]([N:55]1[CH2:54][CH2:53][N:52]2[CH:57]=[C:49]([C:48]([F:59])([F:47])[F:58])[N:50]=[C:51]2[CH2:56]1)=[O:5]. The yield is 0.250. (3) No catalyst specified. The yield is 0.890. The reactants are S(=O)(=O)(O)O.[F:6][C:7]1[CH:8]=[CH:9][C:10]([C:13]2[C:17]([CH:18](O)[CH2:19][C:20]3[S:21][C:22]([C:25]([OH:27])=[O:26])=[CH:23][N:24]=3)=[C:16]([CH3:29])[O:15][N:14]=2)=[N:11][CH:12]=1. The product is [F:6][C:7]1[CH:8]=[CH:9][C:10]([C:13]2[C:17](/[CH:18]=[CH:19]/[C:20]3[S:21][C:22]([C:25]([OH:27])=[O:26])=[CH:23][N:24]=3)=[C:16]([CH3:29])[O:15][N:14]=2)=[N:11][CH:12]=1. (4) The reactants are [C:1]([NH:4][NH:5][C:6]([C:8]1[C:9]([NH2:15])=[N:10][CH:11]=[N:12][C:13]=1[Cl:14])=[O:7])(=O)[CH3:2].CC[N+](S(N=C(OC)[O-])(=O)=O)(CC)CC. The catalyst is C1(C)C=CC=CC=1. The product is [Cl:14][C:13]1[N:12]=[CH:11][N:10]=[C:9]([NH2:15])[C:8]=1[C:6]1[O:7][C:1]([CH3:2])=[N:4][N:5]=1. The yield is 0.243. (5) The reactants are [CH2:1]([N:3]1[CH:7]=[C:6]([C:8]2[CH:13]=[CH:12][N:11]=[C:10]3[NH:14][C:15]([C:17]4[CH:22]=[CH:21][C:20]([CH2:23][N:24]5[CH2:28][CH2:27][CH2:26][CH2:25]5)=[CH:19][CH:18]=4)=[CH:16][C:9]=23)[C:5]([C:29]2[CH:35]=[CH:34][C:32]([NH2:33])=[CH:31][CH:30]=2)=[N:4]1)[CH3:2].[CH3:36][CH:37]([CH3:41])[C:38](Cl)=[O:39]. The catalyst is C(Cl)Cl.CN(C1C=CN=CC=1)C. The product is [CH2:1]([N:3]1[CH:7]=[C:6]([C:8]2[CH:13]=[CH:12][N:11]=[C:10]3[NH:14][C:15]([C:17]4[CH:18]=[CH:19][C:20]([CH2:23][N:24]5[CH2:28][CH2:27][CH2:26][CH2:25]5)=[CH:21][CH:22]=4)=[CH:16][C:9]=23)[C:5]([C:29]2[CH:30]=[CH:31][C:32]([NH:33][C:38](=[O:39])[CH:37]([CH3:41])[CH3:36])=[CH:34][CH:35]=2)=[N:4]1)[CH3:2]. The yield is 0.430. (6) The reactants are Br[C:2]1[CH:7]=[CH:6][C:5]([N+:8]([O-:10])=[O:9])=[CH:4][C:3]=1[N:11]([CH2:15][C:16]([CH3:18])=[CH2:17])[C:12](=[O:14])[CH3:13].C([O-])=O.[Na+].C([O-])(=O)C.[Na+]. The catalyst is O.[Cl-].C([N+](CC)(CC)CC)C.CN(C=O)C.C([O-])(=O)C.[Pd+2].C([O-])(=O)C. The product is [CH3:17][C:16]1([CH3:18])[C:2]2[C:3](=[CH:4][C:5]([N+:8]([O-:10])=[O:9])=[CH:6][CH:7]=2)[N:11]([C:12](=[O:14])[CH3:13])[CH2:15]1. The yield is 0.880. (7) The reactants are [CH3:1][C:2]([CH3:29])([CH2:27][CH3:28])[C:3]([O:5][C:6]1[S:14][C:13]2[CH2:12][CH2:11][N:10]([C@@H:15]([C:20]3[CH:25]=[CH:24][CH:23]=[CH:22][C:21]=3[Cl:26])[C:16]([O:18][CH3:19])=[O:17])[CH2:9][C:8]=2[CH:7]=1)=[O:4].Cl. The product is [ClH:26].[CH3:1][C:2]([CH3:29])([CH2:27][CH3:28])[C:3]([O:5][C:6]1[S:14][C:13]2[CH2:12][CH2:11][N:10]([C@@H:15]([C:20]3[CH:25]=[CH:24][CH:23]=[CH:22][C:21]=3[Cl:26])[C:16]([O:18][CH3:19])=[O:17])[CH2:9][C:8]=2[CH:7]=1)=[O:4]. The yield is 0.880. The catalyst is C(OCC)C.